Dataset: Peptide-MHC class II binding affinity with 134,281 pairs from IEDB. Task: Regression. Given a peptide amino acid sequence and an MHC pseudo amino acid sequence, predict their binding affinity value. This is MHC class II binding data. The peptide sequence is AFKVENGSAAPQLTK. The MHC is DRB1_0301 with pseudo-sequence DRB1_0301. The binding affinity (normalized) is 0.